Dataset: Full USPTO retrosynthesis dataset with 1.9M reactions from patents (1976-2016). Task: Predict the reactants needed to synthesize the given product. (1) The reactants are: [Cl:1][C:2]1[C:7]([S:8]([CH3:11])(=[O:10])=[O:9])=[CH:6][CH:5]=[CH:4][C:3]=1[C:12]1[CH2:13][CH2:14][N:15]([CH2:18][CH2:19][CH3:20])[CH2:16][CH:17]=1.Cl. Given the product [Cl:1][C:2]1[C:7]([S:8]([CH3:11])(=[O:10])=[O:9])=[CH:6][CH:5]=[CH:4][C:3]=1[CH:12]1[CH2:17][CH2:16][N:15]([CH2:18][CH2:19][CH3:20])[CH2:14][CH2:13]1, predict the reactants needed to synthesize it. (2) Given the product [OH:38][C@@H:30]1[CH2:31][CH2:32][C@@:33]2([CH3:34])[C@H:28]([CH2:27][CH2:26][C@@H:25]3[C:35]2=[CH:36][CH2:37][C@@:20]2([CH3:19])[C@H:24]3[CH2:23][CH2:22][C:21]2=[O:39])[CH2:29]1, predict the reactants needed to synthesize it. The reactants are: [H-].C(O[Al](OC(C)(C)C)OC(C)(C)C)(C)(C)C.[Li+].[CH3:19][C@:20]12[CH2:37][CH:36]=[C:35]3[C@@H:25]([CH2:26][CH2:27][C@H:28]4[C@:33]3([CH3:34])[CH2:32][CH2:31][C:30](=[O:38])[CH2:29]4)[C@@H:24]1[CH2:23][CH2:22][C:21]2=[O:39]. (3) Given the product [C:5]([OH:7])(=[O:6])[CH3:4].[NH2:38][C:36]([C:31]1[CH:32]=[N:33][C:34]2[C:29]([C:30]=1[NH:1][C:2]1[CH:3]=[C:4]([CH:8]=[C:9]([C:11]([CH3:15])=[C:12]([CH3:14])[CH3:13])[CH:10]=1)[C:5]([OH:7])=[O:6])=[CH:28][CH:27]=[C:26]([C:21]1[C:22]([O:24][CH3:25])=[N:23][C:18]([O:17][CH3:16])=[N:19][CH:20]=1)[CH:35]=2)=[O:37], predict the reactants needed to synthesize it. The reactants are: [NH2:1][C:2]1[CH:3]=[C:4]([CH:8]=[C:9]([C:11]([CH3:15])=[C:12]([CH3:14])[CH3:13])[CH:10]=1)[C:5]([OH:7])=[O:6].[CH3:16][O:17][C:18]1[N:23]=[C:22]([O:24][CH3:25])[C:21]([C:26]2[CH:35]=[C:34]3[C:29]([C:30](Cl)=[C:31]([C:36]([NH2:38])=[O:37])[CH:32]=[N:33]3)=[CH:28][CH:27]=2)=[CH:20][N:19]=1. (4) Given the product [CH3:22][N:2]([CH3:1])[C:3](=[O:21])[O:4][C:5]1[CH:10]=[CH:9][CH:8]=[C:7]([NH:11][C:12]([C:14]2([CH3:20])[CH2:15][CH2:16][N:17]([C:24]3[C:25]4[C:32]([CH3:33])=[CH:31][NH:30][C:26]=4[N:27]=[CH:28][N:29]=3)[CH2:18][CH2:19]2)=[O:13])[CH:6]=1, predict the reactants needed to synthesize it. The reactants are: [CH3:1][N:2]([CH3:22])[C:3](=[O:21])[O:4][C:5]1[CH:10]=[CH:9][CH:8]=[C:7]([NH:11][C:12]([C:14]2([CH3:20])[CH2:19][CH2:18][NH:17][CH2:16][CH2:15]2)=[O:13])[CH:6]=1.Cl[C:24]1[C:25]2[C:32]([CH3:33])=[CH:31][NH:30][C:26]=2[N:27]=[CH:28][N:29]=1.C(N(CC)C(C)C)(C)C. (5) Given the product [CH3:24][O:23][C:3]1[CH:4]=[C:5]2[C:10](=[CH:11][C:2]=1[O:1][CH2:32][CH2:33][N:34]1[CH2:39][CH2:38][O:37][CH2:36][CH2:35]1)[N:9]=[CH:8][N:7]=[C:6]2[O:12][C:13]1[CH:22]=[C:21]2[C:16]([CH:17]=[CH:18][CH:19]=[N:20]2)=[CH:15][CH:14]=1, predict the reactants needed to synthesize it. The reactants are: [OH:1][C:2]1[CH:11]=[C:10]2[C:5]([C:6]([O:12][C:13]3[CH:22]=[C:21]4[C:16]([CH:17]=[CH:18][CH:19]=[N:20]4)=[CH:15][CH:14]=3)=[N:7][CH:8]=[N:9]2)=[CH:4][C:3]=1[O:23][CH3:24].C(=O)([O-])[O-].[K+].[K+].O[CH2:32][CH2:33][N:34]1[CH2:39][CH2:38][O:37][CH2:36][CH2:35]1. (6) The reactants are: [NH:1]1[C:5]2[CH:6]=[CH:7][C:8]([C:10]([OH:12])=[O:11])=[CH:9][C:4]=2[N:3]=[CH:2]1.[O:13]1[CH:18]=[CH:17][CH2:16][CH2:15][CH2:14]1.C12(CS(O)(=O)=O)C(C)(C)C(CC1)CC2=O. Given the product [O:13]1[CH2:18][CH2:17][CH2:16][CH2:15][CH:14]1[N:1]1[C:5]2[CH:6]=[CH:7][C:8]([C:10]([OH:12])=[O:11])=[CH:9][C:4]=2[N:3]=[CH:2]1, predict the reactants needed to synthesize it. (7) Given the product [O:43]1[CH2:44][CH2:45][N:40]([C:2]2[N:7]=[C:6]([O:8][C:9]3[CH:35]=[CH:34][C:33]([C:36]([F:39])([F:37])[F:38])=[CH:32][C:10]=3[CH2:11][NH:12][C:13]([NH:15][C:16]3[N:20]([C:21]4[CH:22]=[CH:23][C:24]([CH3:27])=[CH:25][CH:26]=4)[N:19]=[C:18]([C:28]([CH3:30])([CH3:31])[CH3:29])[CH:17]=3)=[O:14])[CH:5]=[CH:4][N:3]=2)[CH2:41][CH2:42]1, predict the reactants needed to synthesize it. The reactants are: Cl[C:2]1[N:7]=[C:6]([O:8][C:9]2[CH:35]=[CH:34][C:33]([C:36]([F:39])([F:38])[F:37])=[CH:32][C:10]=2[CH2:11][NH:12][C:13]([NH:15][C:16]2[N:20]([C:21]3[CH:26]=[CH:25][C:24]([CH3:27])=[CH:23][CH:22]=3)[N:19]=[C:18]([C:28]([CH3:31])([CH3:30])[CH3:29])[CH:17]=2)=[O:14])[CH:5]=[CH:4][N:3]=1.[NH:40]1[CH2:45][CH2:44][O:43][CH2:42][CH2:41]1. (8) Given the product [CH:12]1([C:15]([NH:1][C:2]2[CH:3]=[C:4]([CH:9]=[CH:10][N:11]=2)[C:5]([O:7][CH3:8])=[O:6])=[O:16])[CH2:14][CH2:13]1, predict the reactants needed to synthesize it. The reactants are: [NH2:1][C:2]1[CH:3]=[C:4]([CH:9]=[CH:10][N:11]=1)[C:5]([O:7][CH3:8])=[O:6].[CH:12]1([C:15](Cl)=[O:16])[CH2:14][CH2:13]1. (9) Given the product [Cl:11][C:4]1[CH:3]=[C:2]([CH3:1])[C:10]([I:20])=[CH:9][C:5]=1[C:6]([OH:8])=[O:7], predict the reactants needed to synthesize it. The reactants are: [CH3:1][C:2]1[CH:10]=[CH:9][C:5]([C:6]([OH:8])=[O:7])=[C:4]([Cl:11])[CH:3]=1.FC(S(O)(=O)=O)(F)F.[I:20]N1C(=O)CCC1=O.